From a dataset of Peptide-MHC class II binding affinity with 134,281 pairs from IEDB. Regression. Given a peptide amino acid sequence and an MHC pseudo amino acid sequence, predict their binding affinity value. This is MHC class II binding data. The peptide sequence is QLGELYYAIHKASPV. The MHC is HLA-DPA10103-DPB10401 with pseudo-sequence HLA-DPA10103-DPB10401. The binding affinity (normalized) is 0.592.